This data is from Reaction yield outcomes from USPTO patents with 853,638 reactions. The task is: Predict the reaction yield, written as a fraction of the theoretical maximum amount of product (1.0 means a 100% yield; for example, 0.34 means a 34% yield). (1) The reactants are [Br:1][C:2]1[C:10]2[CH:9]=[N:8][C:7]([NH:11][CH2:12][C:13]3[CH:18]=[CH:17][C:16]([F:19])=[C:15]([F:20])[CH:14]=3)=[N:6][C:5]=2[N:4]([CH2:21][C@@H:22]2[CH2:27][CH2:26][CH2:25][N:24](C(OC(C)(C)C)=O)[CH2:23]2)[C:3]=1[C:35]1[C:40]([Cl:41])=[CH:39][CH:38]=[CH:37][C:36]=1[Cl:42].C(O)(C(F)(F)F)=O. The catalyst is C(Cl)Cl. The product is [Br:1][C:2]1[C:10]2[CH:9]=[N:8][C:7]([NH:11][CH2:12][C:13]3[CH:18]=[CH:17][C:16]([F:19])=[C:15]([F:20])[CH:14]=3)=[N:6][C:5]=2[N:4]([CH2:21][C@@H:22]2[CH2:27][CH2:26][CH2:25][NH:24][CH2:23]2)[C:3]=1[C:35]1[C:40]([Cl:41])=[CH:39][CH:38]=[CH:37][C:36]=1[Cl:42]. The yield is 0.840. (2) The reactants are Cl[C:2]1[CH:7]=[N:6][CH:5]=[C:4](Cl)[N:3]=1.[C:9]1([CH2:19][OH:20])[C:18]2[C:13](=[CH:14][CH:15]=[CH:16][CH:17]=2)[CH:12]=[CH:11][CH:10]=1.[H-].[Na+].[NH:23]1[CH2:28][CH2:27][NH:26][CH2:25][CH2:24]1. The catalyst is O1CCOCC1.C(#N)C. The product is [C:9]1([CH2:19][O:20][C:2]2[CH:7]=[N:6][CH:5]=[C:4]([N:23]3[CH2:28][CH2:27][NH:26][CH2:25][CH2:24]3)[N:3]=2)[C:18]2[C:13](=[CH:14][CH:15]=[CH:16][CH:17]=2)[CH:12]=[CH:11][CH:10]=1. The yield is 0.640. (3) The reactants are [Cu]C#N.[Br-].[Li+].[I-].[C:7]([C:9]1[C:14]([F:15])=[CH:13][CH:12]=[CH:11][C:10]=1[Zn+])#[N:8].[Br:17][C:18]1[CH:19]=[C:20]([CH:24]=[CH:25][C:26]=1[O:27][CH3:28])[C:21](Cl)=[O:22].[NH4+].[Cl-]. The catalyst is C1COCC1. The product is [Br:17][C:18]1[CH:19]=[C:20]([CH:24]=[CH:25][C:26]=1[O:27][CH3:28])[C:21]([C:10]1[CH:11]=[CH:12][CH:13]=[C:14]([F:15])[C:9]=1[C:7]#[N:8])=[O:22]. The yield is 0.540. (4) The reactants are CO.[C:3]([O:7][C:8]([NH:10][C@@H:11]([CH2:28][C:29]1[CH:34]=[CH:33][C:32]([O:35]CC2C=CC=CC=2)=[C:31]([O:43]CC2C=CC=CC=2)[CH:30]=1)[C:12]([O:14][C@H:15]([CH3:27])[C@H:16]([O:18][C:19]([C:21]1[CH:26]=[CH:25][CH:24]=[CH:23][CH:22]=1)=[O:20])[CH3:17])=[O:13])=[O:9])([CH3:6])([CH3:5])[CH3:4]. The catalyst is O1CCCC1.[Pd]. The product is [OH:43][C:31]1[CH:30]=[C:29]([CH2:28][C@H:11]([NH:10][C:8]([O:7][C:3]([CH3:5])([CH3:4])[CH3:6])=[O:9])[C:12]([O:14][C@H:15]([CH3:27])[C@H:16]([O:18][C:19]([C:21]2[CH:22]=[CH:23][CH:24]=[CH:25][CH:26]=2)=[O:20])[CH3:17])=[O:13])[CH:34]=[CH:33][C:32]=1[OH:35]. The yield is 0.950. (5) The reactants are FC(F)(F)C(O)=O.[Cl:8][C:9]1[CH:10]=[C:11]([CH:15]2[C:19]([C:22]3[CH:27]=[CH:26][C:25]([Cl:28])=[CH:24][CH:23]=3)([C:20]#[N:21])[CH:18]([CH:29]([CH3:31])[CH3:30])[NH:17][CH:16]2[C:32](O)=[O:33])[CH:12]=[CH:13][CH:14]=1.CC1(C)[O:40][C@@H:39]([CH2:41][CH2:42][NH2:43])[CH2:38][O:37]1.CN(C(ON1N=NC2C=CC=NC1=2)=[N+](C)C)C.F[P-](F)(F)(F)(F)F.CCN(C(C)C)C(C)C.Cl. No catalyst specified. The product is [OH:40][C@H:39]([CH2:38][OH:37])[CH2:41][CH2:42][NH:43][C:32]([CH:16]1[CH:15]([C:11]2[CH:12]=[CH:13][CH:14]=[C:9]([Cl:8])[CH:10]=2)[C:19]([C:22]2[CH:27]=[CH:26][C:25]([Cl:28])=[CH:24][CH:23]=2)([C:20]#[N:21])[CH:18]([CH:29]([CH3:30])[CH3:31])[NH:17]1)=[O:33]. The yield is 0.520. (6) The reactants are [C:1]([O:5][C:6]([N:8]1[CH2:13][CH2:12][C:11](=O)[CH2:10][CH2:9]1)=[O:7])([CH3:4])([CH3:3])[CH3:2].[NH:15]1[CH2:19][CH2:18][CH2:17][C@H:16]1[CH2:20][OH:21].C(O)(=O)C.C(=O)([O-])[O-].[Na+].[Na+]. The catalyst is CCO.ClCCCl. The product is [C:1]([O:5][C:6]([N:8]1[CH2:13][CH2:12][CH:11]([N:15]2[CH2:19][CH2:18][CH2:17][C@H:16]2[CH2:20][OH:21])[CH2:10][CH2:9]1)=[O:7])([CH3:4])([CH3:3])[CH3:2]. The yield is 0.730.